From a dataset of Catalyst prediction with 721,799 reactions and 888 catalyst types from USPTO. Predict which catalyst facilitates the given reaction. (1) Reactant: C([O:8][C@H:9]1[C@@H:15]2[C@@H:16]([O:17]CC3C=CC=CC=3)[C@@H:12]([C@H:13]([N:25]3[CH:33]=[C:31]([CH3:32])[C:29](=[O:30])[NH:28][C:26]3=[O:27])[O:14]2)[O:11][CH2:10]1)C1C=CC=CC=1. Product: [OH:8][C@H:9]1[C@@H:15]2[C@@H:16]([OH:17])[C@@H:12]([C@H:13]([N:25]3[CH:33]=[C:31]([CH3:32])[C:29](=[O:30])[NH:28][C:26]3=[O:27])[O:14]2)[O:11][CH2:10]1. The catalyst class is: 261. (2) Reactant: ClC1C=CC=C(C(OO)=[O:9])C=1.[F:12][C:13]1[CH:29]=[CH:28][CH:27]=[C:26]([F:30])[C:14]=1[CH2:15][S:16]([C:18]1[CH2:22][C:21]([CH2:24][CH3:25])([CH3:23])[O:20][N:19]=1)=[O:17].O. Product: [F:12][C:13]1[CH:29]=[CH:28][CH:27]=[C:26]([F:30])[C:14]=1[CH2:15][S:16]([C:18]1[CH2:22][C:21]([CH2:24][CH3:25])([CH3:23])[O:20][N:19]=1)(=[O:9])=[O:17]. The catalyst class is: 22. (3) Reactant: [CH3:1][O:2][C:3](=[O:28])[C:4]1[CH:9]=[CH:8][C:7]([S:10][C:11]2[CH:16]=[CH:15][C:14]([NH:17][C:18]([O:20][C:21]([CH3:24])([CH3:23])[CH3:22])=[O:19])=[CH:13][CH:12]=2)=[C:6]([N+:25]([O-])=O)[CH:5]=1.[NH4+].[Cl-]. Product: [CH3:1][O:2][C:3](=[O:28])[C:4]1[CH:9]=[CH:8][C:7]([S:10][C:11]2[CH:12]=[CH:13][C:14]([NH:17][C:18]([O:20][C:21]([CH3:22])([CH3:24])[CH3:23])=[O:19])=[CH:15][CH:16]=2)=[C:6]([NH2:25])[CH:5]=1. The catalyst class is: 447. (4) Reactant: [Si](O[CH2:9][CH2:10][CH2:11][OH:12])(C(C)(C)C)(C)C.COC1C=CC([C@@H]([NH:23][C@@H:24]2[C:33]3[N:32]=[CH:31][CH:30]=[CH:29][C:28]=3[CH2:27][CH2:26][CH2:25]2)C)=CC=1.[BH-](OC(C)=O)(OC(C)=O)OC(C)=O.[Na+].C(O)(=O)C.C(=O)([O-])[O-].[Na+].[Na+]. Product: [N:32]1[C:33]2[C@@H:24]([NH:23][CH2:9][CH2:10][CH2:11][OH:12])[CH2:25][CH2:26][CH2:27][C:28]=2[CH:29]=[CH:30][CH:31]=1. The catalyst class is: 4. (5) Reactant: [Br:1][C:2]1[C:3]([OH:16])=[C:4]2[C:9](=[CH:10][CH:11]=1)[N:8]([C:12](=[O:14])[CH3:13])[C@@H:7]([CH3:15])[CH2:6][CH2:5]2.CS(O[CH2:22][CH:23]([Cl:25])[Cl:24])(=O)=O.C(=O)([O-])[O-].[K+].[K+]. Product: [Br:1][C:2]1[C:3]([O:16][CH2:22][CH:23]([Cl:25])[Cl:24])=[C:4]2[C:9](=[CH:10][CH:11]=1)[N:8]([C:12](=[O:14])[CH3:13])[C@@H:7]([CH3:15])[CH2:6][CH2:5]2. The catalyst class is: 9. (6) Product: [O:21]([C:16]1[CH:17]=[CH:18][CH:19]=[CH:20][C:15]=1[C:12]1[CH:11]=[CH:10][C:9]([O:8][CH2:7][CH2:6][CH2:5][C:4]([OH:28])=[O:3])=[CH:14][CH:13]=1)[C:22]1[CH:27]=[CH:26][CH:25]=[CH:24][CH:23]=1. Reactant: C([O:3][C:4](=[O:28])[CH2:5][CH2:6][CH2:7][O:8][C:9]1[CH:14]=[CH:13][C:12]([C:15]2[CH:20]=[CH:19][CH:18]=[CH:17][C:16]=2[O:21][C:22]2[CH:27]=[CH:26][CH:25]=[CH:24][CH:23]=2)=[CH:11][CH:10]=1)C. The catalyst class is: 562. (7) Reactant: [C:1](#[N:10])[CH:2]=[CH:3][C:4]1[CH:9]=[CH:8][CH:7]=[CH:6][CH:5]=1.C(=O)([S:13][CH2:14][CH2:15][C:16]([N:18]([CH3:20])[CH3:19])=[O:17])C.C1CCN2C(=NCCC2)CC1. The catalyst class is: 5. Product: [C:1]([CH2:2][CH:3]([S:13][CH2:14][CH2:15][C:16]([N:18]([CH3:20])[CH3:19])=[O:17])[C:4]1[CH:9]=[CH:8][CH:7]=[CH:6][CH:5]=1)#[N:10]. (8) Reactant: [OH:1][N:2]1[C:10](=[O:11])[C:9]2[C:4](=[CH:5][CH:6]=[CH:7][CH:8]=2)[C:3]1=[O:12].O[CH:14]1[CH2:19][N:18]([C:20]([O:22][C:23]([CH3:26])([CH3:25])[CH3:24])=[O:21])[CH2:17][C:16]2[N:27]([CH3:30])[N:28]=[CH:29][C:15]1=2.C1(P(C2C=CC=CC=2)C2C=CC=CC=2)C=CC=CC=1.CC(OC(/N=N/C(OC(C)C)=O)=O)C. Product: [O:12]=[C:3]1[C:4]2[C:9](=[CH:8][CH:7]=[CH:6][CH:5]=2)[C:10](=[O:11])[N:2]1[O:1][CH:14]1[CH2:19][N:18]([C:20]([O:22][C:23]([CH3:24])([CH3:25])[CH3:26])=[O:21])[CH2:17][C:16]2[N:27]([CH3:30])[N:28]=[CH:29][C:15]1=2. The catalyst class is: 1. (9) Reactant: CC1(C)C(C)(C)OB([C:9]2[CH:10]=[C:11]([NH2:15])[CH:12]=[N:13][CH:14]=2)O1.Br[C:18]1[S:19][CH:20]=[CH:21][N:22]=1.C([O-])([O-])=O.[Cs+].[Cs+].O. Product: [S:19]1[CH:20]=[CH:21][N:22]=[C:18]1[C:9]1[CH:10]=[C:11]([NH2:15])[CH:12]=[N:13][CH:14]=1. The catalyst class is: 77. (10) Reactant: [CH2:1]([C@@:4]1([C:17]2[CH:22]=[CH:21][C:20]([F:23])=[CH:19][CH:18]=2)[O:9][C:8](=[O:10])[N:7]([C@H:11]([C:13]([CH3:16])([CH3:15])[CH3:14])[CH3:12])[CH2:6][CH2:5]1)[CH:2]=[CH2:3].B.C1C[O:28]CC1.[OH-].[Na+].OO.Cl. Product: [CH3:14][C:13]([CH3:15])([CH3:16])[CH:11]([N:7]1[CH2:6][CH2:5][C@:4]([C:17]2[CH:18]=[CH:19][C:20]([F:23])=[CH:21][CH:22]=2)([CH2:1][CH2:2][CH2:3][OH:28])[O:9][C:8]1=[O:10])[CH3:12]. The catalyst class is: 20.